From a dataset of Catalyst prediction with 721,799 reactions and 888 catalyst types from USPTO. Predict which catalyst facilitates the given reaction. Reactant: [OH:1][C:2]1[C:11]2[C:6](=[CH:7][CH:8]=[C:9]([NH:12][C:13](=[O:15])[CH3:14])[CH:10]=2)[N:5]=[C:4]([CH2:16][CH2:17][CH2:18][CH2:19][CH3:20])[CH:3]=1.[CH3:21]OS(OC)(=O)=O. Product: [CH3:21][O:1][C:2]1[C:11]2[C:6](=[CH:7][CH:8]=[C:9]([NH:12][C:13](=[O:15])[CH3:14])[CH:10]=2)[N:5]=[C:4]([CH2:16][CH2:17][CH2:18][CH2:19][CH3:20])[CH:3]=1. The catalyst class is: 11.